This data is from Tox21: 12 toxicity assays (nuclear receptors and stress response pathways). The task is: Binary classification across 12 toxicity assays. The compound is CCCCCCCCCCCCn1cc[n+](C)c1.F[B-](F)(F)F. It tested positive (active) for: NR-Aromatase (Aromatase enzyme inhibition), SR-ARE (Antioxidant Response Element (oxidative stress)), and SR-MMP (Mitochondrial Membrane Potential disruption).